Dataset: Reaction yield outcomes from USPTO patents with 853,638 reactions. Task: Predict the reaction yield, written as a fraction of the theoretical maximum amount of product (1.0 means a 100% yield; for example, 0.34 means a 34% yield). (1) The reactants are C(P(C(C)(C)C)C(C)(C)C)(C)(C)C.C(NC(C)C)(C)C.Br[C:22]1[CH:27]=[CH:26][CH:25]=[C:24]([CH:28]([F:33])[CH2:29][CH2:30][CH2:31][F:32])[CH:23]=1.[F:34][CH:35]([F:45])[O:36][C:37]1[CH:42]=[CH:41][C:40]([C:43]#[CH:44])=[CH:39][CH:38]=1. The yield is 0.820. The catalyst is O1CCOCC1.C1C=CC(C#N)=CC=1.C1C=CC(C#N)=CC=1.Cl[Pd]Cl.[Cu]I.CCOC(C)=O. The product is [F:34][CH:35]([F:45])[O:36][C:37]1[CH:42]=[CH:41][C:40]([C:43]#[C:44][C:22]2[CH:23]=[C:24]([CH:28]([F:33])[CH2:29][CH2:30][CH2:31][F:32])[CH:25]=[CH:26][CH:27]=2)=[CH:39][CH:38]=1. (2) The reactants are CC(C)([O-])C.[K+].[C:7]([CH2:9]P(=O)(OCC)OCC)#[N:8].O=[C:19]1[CH2:22][N:21]([C:23]([O:25][C:26]([CH3:29])([CH3:28])[CH3:27])=[O:24])[CH2:20]1. The catalyst is O1CCCC1. The product is [C:7]([CH:9]=[C:19]1[CH2:22][N:21]([C:23]([O:25][C:26]([CH3:29])([CH3:28])[CH3:27])=[O:24])[CH2:20]1)#[N:8]. The yield is 0.950. (3) The reactants are [NH2:1][C:2]1([C:13]2[CH:18]=[CH:17][C:16]([CH:19]([CH3:21])[CH3:20])=[CH:15][C:14]=2[O:22][CH3:23])[C:10](=[O:11])[C:9]2[C:4](=[CH:5][CH:6]=[CH:7][CH:8]=2)[C:3]1=[O:12].Cl[C:25](Cl)([O:27][C:28](=O)[O:29]C(Cl)(Cl)Cl)Cl. The catalyst is C1COCC1. The product is [CH:19]([C:16]1[CH:17]=[CH:18][C:13]([C:2]2([NH:1][C:28](=[O:29])[O:27][CH3:25])[C:10](=[O:11])[C:9]3[C:4](=[CH:5][CH:6]=[CH:7][CH:8]=3)[C:3]2=[O:12])=[C:14]([O:22][CH3:23])[CH:15]=1)([CH3:21])[CH3:20]. The yield is 0.930. (4) The reactants are Br[C:2]1[CH:3]=[C:4]2[C:9](=[CH:10][CH:11]=1)[N:8]=[CH:7][C:6]([C:12](=[O:14])[CH3:13])=[C:5]2[NH:15][C:16]1[CH:21]=[CH:20][C:19]([CH2:22][CH2:23][N:24]([CH3:26])[CH3:25])=[CH:18][CH:17]=1.[Cl:27][C:28]1[CH:33]=[C:32](B2OC(C)(C)C(C)(C)O2)[CH:31]=[C:30]([F:43])[C:29]=1[OH:44]. No catalyst specified. The product is [Cl:27][C:28]1[CH:33]=[C:32]([C:2]2[CH:3]=[C:4]3[C:9](=[CH:10][CH:11]=2)[N:8]=[CH:7][C:6]([C:12](=[O:14])[CH3:13])=[C:5]3[NH:15][C:16]2[CH:21]=[CH:20][C:19]([CH2:22][CH2:23][N:24]([CH3:26])[CH3:25])=[CH:18][CH:17]=2)[CH:31]=[C:30]([F:43])[C:29]=1[OH:44]. The yield is 0.270. (5) The reactants are [C:1]([O:5][C:6]([CH:8]1[CH2:13][CH:12]2[CH2:14][CH:9]1[C:10](=[O:15])[O:11]2)=[O:7])([CH3:4])([CH3:3])[CH3:2].[OH-].[Li+].Cl.Cl.[CH2:20]([O:22][C:23]([C@@:25]1([NH2:30])[CH2:27][C@H:26]1[CH:28]=[CH2:29])=[O:24])[CH3:21].C(N(C(C)C)CC)(C)C.CN(C(ON1N=NC2C=CC=NC1=2)=[N+](C)C)C.F[P-](F)(F)(F)(F)F. The catalyst is O1CCOCC1.O. The product is [C:1]([O:5][C:6]([C@@H:8]1[CH2:13][C@@H:12]([OH:11])[CH2:14][C@H:9]1[C:10](=[O:15])[NH:30][C@:25]1([C:23]([O:22][CH2:20][CH3:21])=[O:24])[CH2:27][C@H:26]1[CH:28]=[CH2:29])=[O:7])([CH3:4])([CH3:3])[CH3:2]. The yield is 0.890. (6) The reactants are [F:1][C:2]([F:24])([F:23])[C:3]1[CH:4]=[C:5]([C:13]2[N:17]=[CH:16][N:15](/[CH:18]=[CH:19]\[C:20]([OH:22])=O)[N:14]=2)[CH:6]=[C:7]([C:9]([F:12])([F:11])[F:10])[CH:8]=1.[CH3:25][N:26]([C:28]1[CH:33]=[CH:32][CH:31]=[CH:30][N:29]=1)[NH2:27].C(P1(=O)OP(CCC)(=O)OP(CCC)(=O)O1)CC.CCN(C(C)C)C(C)C. The catalyst is CCOC(C)=O.C(Cl)Cl.CO. The product is [F:11][C:9]([F:12])([F:10])[C:7]1[CH:6]=[C:5]([C:13]2[N:17]=[CH:16][N:15](/[CH:18]=[CH:19]\[C:20]([NH:27][N:26]([CH3:25])[C:28]3[CH:33]=[CH:32][CH:31]=[CH:30][N:29]=3)=[O:22])[N:14]=2)[CH:4]=[C:3]([C:2]([F:24])([F:23])[F:1])[CH:8]=1. The yield is 0.180. (7) The product is [C:1]([O:4][CH:5]1[CH:10]([N:11]([CH3:13])[CH3:12])[CH2:9][CH:8]([CH3:14])[O:7][CH:6]1[F:15])(=[O:3])[CH3:2]. The yield is 0.790. The reactants are [C:1]([O:4][C@@H:5]1[C@@H:10]([N:11]([CH3:13])[CH3:12])[CH2:9][C@@H:8]([CH3:14])[O:7][C@@H:6]1[F:15])(=[O:3])[CH3:2].N1C=CC=CC=1.C(OC1C(OC(=O)C)C(N(C)C)CC(C)O1)(=O)C.C([O-])(O)=O.[Na+]. The catalyst is C1(C)C=CC=CC=1.[Cl-].[Na+].O. (8) The reactants are [NH2:1][CH2:2][CH2:3][NH:4][C:5]1[O:6][C:7]2[C:27]([OH:28])=[C:26]([O:29][CH3:30])[CH:25]=[CH:24][C:8]=2[C:9]=1[C:10]([C:12]1[CH:17]=[C:16]([O:18][CH3:19])[C:15]([O:20][CH3:21])=[C:14]([O:22][CH3:23])[CH:13]=1)=[O:11].[F:31][C:32]([F:37])([F:36])[C:33]([OH:35])=[O:34]. No catalyst specified. The product is [F:31][C:32]([F:37])([F:36])[C:33]([OH:35])=[O:34].[NH2:1][CH2:2][CH2:3][NH:4][C:5]1[O:6][C:7]2[C:27]([OH:28])=[C:26]([O:29][CH3:30])[CH:25]=[CH:24][C:8]=2[C:9]=1[C:10]([C:12]1[CH:13]=[C:14]([O:22][CH3:23])[C:15]([O:20][CH3:21])=[C:16]([O:18][CH3:19])[CH:17]=1)=[O:11]. The yield is 0.420. (9) The reactants are [CH2:1]([O:3][C:4]([C:6]1[N:7]([C:26]2[CH:31]=[CH:30][C:29]([O:32][CH:33]([CH3:35])[CH3:34])=[CH:28][CH:27]=2)[C:8]2[C:13]([CH:14]=1)=[C:12]([NH2:15])[C:11]([C:16]1[CH:21]=[CH:20][C:19]([O:22][CH:23]([CH3:25])[CH3:24])=[CH:18][CH:17]=1)=[CH:10][CH:9]=2)=[O:5])[CH3:2].[C:36](Cl)(=[O:38])[CH3:37].CCN(CC)CC.Cl. The catalyst is CC#N. The product is [CH2:1]([O:3][C:4]([C:6]1[N:7]([C:26]2[CH:31]=[CH:30][C:29]([O:32][CH:33]([CH3:34])[CH3:35])=[CH:28][CH:27]=2)[C:8]2[C:13]([CH:14]=1)=[C:12]([NH:15][C:36](=[O:38])[CH3:37])[C:11]([C:16]1[CH:17]=[CH:18][C:19]([O:22][CH:23]([CH3:25])[CH3:24])=[CH:20][CH:21]=1)=[CH:10][CH:9]=2)=[O:5])[CH3:2]. The yield is 0.840.